Task: Predict the reaction yield, written as a fraction of the theoretical maximum amount of product (1.0 means a 100% yield; for example, 0.34 means a 34% yield).. Dataset: Reaction yield outcomes from USPTO patents with 853,638 reactions (1) The reactants are Br[C:2]1[CH:3]=[C:4]([C:8]([O:10][CH3:11])=[O:9])[N:5]([CH3:7])[CH:6]=1.[C:12]([O:16][C:17]([NH:19][C:20]1[CH:25]=[CH:24][C:23](B(O)O)=[CH:22][CH:21]=1)=[O:18])([CH3:15])([CH3:14])[CH3:13].CCO.C([O-])([O-])=O.[K+].[K+]. The catalyst is O.C1C=CC([P]([Pd]([P](C2C=CC=CC=2)(C2C=CC=CC=2)C2C=CC=CC=2)([P](C2C=CC=CC=2)(C2C=CC=CC=2)C2C=CC=CC=2)[P](C2C=CC=CC=2)(C2C=CC=CC=2)C2C=CC=CC=2)(C2C=CC=CC=2)C2C=CC=CC=2)=CC=1.C1(C)C=CC=CC=1. The product is [C:12]([O:16][C:17]([NH:19][C:20]1[CH:25]=[CH:24][C:23]([C:2]2[CH:3]=[C:4]([C:8]([O:10][CH3:11])=[O:9])[N:5]([CH3:7])[CH:6]=2)=[CH:22][CH:21]=1)=[O:18])([CH3:15])([CH3:13])[CH3:14]. The yield is 0.970. (2) The reactants are [CH3:1][C:2]1[O:6][N:5]=[C:4]([C:7]2[CH:12]=[CH:11][CH:10]=[CH:9][CH:8]=2)[C:3]=1[CH2:13][O:14][C:15]1[N:20]=[N:19][C:18]([NH2:21])=[CH:17][CH:16]=1.[CH:22]1([C:25](Cl)=[O:26])[CH2:24][CH2:23]1. No catalyst specified. The product is [CH3:1][C:2]1[O:6][N:5]=[C:4]([C:7]2[CH:8]=[CH:9][CH:10]=[CH:11][CH:12]=2)[C:3]=1[CH2:13][O:14][C:15]1[N:20]=[N:19][C:18]([NH:21][C:25]([CH:22]2[CH2:24][CH2:23]2)=[O:26])=[CH:17][CH:16]=1. The yield is 0.750. (3) The reactants are O[CH:2]([C:4]1[C:12]2[O:11][CH2:10][CH:9]([C:13]3[CH:18]=[CH:17][C:16]([CH:19]([CH3:21])[CH3:20])=[CH:15][CH:14]=3)[C:8]=2[C:7]([CH3:22])=[C:6]([NH:23][C:24](=[O:30])[CH2:25][C:26]([CH3:29])([CH3:28])[CH3:27])[C:5]=1[CH3:31])[CH3:3].O.C1(C)C=CC(S(O)(=O)=O)=CC=1. The catalyst is C1(C)C=CC=CC=1. The product is [CH:19]([C:16]1[CH:17]=[CH:18][C:13]([CH:9]2[C:8]3[C:7]([CH3:22])=[C:6]([NH:23][C:24](=[O:30])[CH2:25][C:26]([CH3:29])([CH3:28])[CH3:27])[C:5]([CH3:31])=[C:4]([CH:2]=[CH2:3])[C:12]=3[O:11][CH2:10]2)=[CH:14][CH:15]=1)([CH3:20])[CH3:21]. The yield is 0.890. (4) The catalyst is CO. The yield is 1.00. The product is [Cl:1][C:2]1[N:3]=[C:4]([N:20]([CH3:21])[CH3:19])[C:5]2[CH2:11][O:10][CH2:9][CH:8]([C:12]3[CH:17]=[CH:16][CH:15]=[CH:14][CH:13]=3)[C:6]=2[N:7]=1. The reactants are [Cl:1][C:2]1[N:3]=[C:4](Cl)[C:5]2[CH2:11][O:10][CH2:9][CH:8]([C:12]3[CH:17]=[CH:16][CH:15]=[CH:14][CH:13]=3)[C:6]=2[N:7]=1.[CH3:19][NH:20][CH3:21]. (5) The reactants are Br.[Br:2][CH2:3][CH2:4][CH2:5][NH2:6].Cl[C:8]([O:10][CH2:11][C:12]1[CH:17]=[CH:16][CH:15]=[CH:14][CH:13]=1)=[O:9].C(OCC)(=O)C. The catalyst is [OH-].[Na+]. The product is [CH2:11]([O:10][C:8]([NH:6][CH2:5][CH2:4][CH2:3][Br:2])=[O:9])[C:12]1[CH:17]=[CH:16][CH:15]=[CH:14][CH:13]=1. The yield is 1.00.